Dataset: Full USPTO retrosynthesis dataset with 1.9M reactions from patents (1976-2016). Task: Predict the reactants needed to synthesize the given product. (1) Given the product [C:16]([N:4]1[CH2:3][C:2]([CH3:7])([CH3:1])[CH:5]=[N:6][C:13](=[O:14])[CH2:31]1)([O:18][C:19]([CH3:22])([CH3:21])[CH3:20])=[O:17], predict the reactants needed to synthesize it. The reactants are: [CH3:1][C:2]([CH3:7])([CH2:5][NH2:6])[CH2:3][NH2:4].CS(O)(=O)=O.[CH3:13][O-:14].[Na+].[C:16](O[C:16]([O:18][C:19]([CH3:22])([CH3:21])[CH3:20])=[O:17])([O:18][C:19]([CH3:22])([CH3:21])[CH3:20])=[O:17].[CH3:31]O. (2) Given the product [F:30][C:31]1[CH:32]=[C:33]([CH:34]=[C:35]([F:37])[CH:36]=1)[O:38][C:2]1([C:25]([O:27][CH2:28][CH3:29])=[O:26])[CH2:7][CH2:6][CH2:5][N:4]2[C:8]([C:11]3[CH:16]=[CH:15][C:14]([C:17]4[O:21][C:20]([CH3:22])=[N:19][CH:18]=4)=[C:13]([O:23][CH3:24])[CH:12]=3)=[N:9][N:10]=[C:3]12, predict the reactants needed to synthesize it. The reactants are: Cl[C:2]1([C:25]([O:27][CH2:28][CH3:29])=[O:26])[CH2:7][CH2:6][CH2:5][N:4]2[C:8]([C:11]3[CH:16]=[CH:15][C:14]([C:17]4[O:21][C:20]([CH3:22])=[N:19][CH:18]=4)=[C:13]([O:23][CH3:24])[CH:12]=3)=[N:9][N:10]=[C:3]12.[F:30][C:31]1[CH:32]=[C:33]([OH:38])[CH:34]=[C:35]([F:37])[CH:36]=1.C(=O)([O-])[O-].[K+].[K+].CN(C=O)C. (3) Given the product [Cl:1][C:2]1[C:3]([CH:8]([C:10]2[CH:15]=[CH:14][C:13]([O:16][C:17]3[CH:22]=[CH:21][CH:20]=[CH:19][CH:18]=3)=[CH:12][CH:11]=2)[N:27]2[C:23](=[O:33])[C:24]3[C:25](=[CH:29][CH:30]=[CH:31][CH:32]=3)[C:26]2=[O:28])=[N:4][CH:5]=[CH:6][N:7]=1, predict the reactants needed to synthesize it. The reactants are: [Cl:1][C:2]1[C:3]([CH:8]([C:10]2[CH:15]=[CH:14][C:13]([O:16][C:17]3[CH:22]=[CH:21][CH:20]=[CH:19][CH:18]=3)=[CH:12][CH:11]=2)O)=[N:4][CH:5]=[CH:6][N:7]=1.[C:23]1(=[O:33])[NH:27][C:26](=[O:28])[C:25]2=[CH:29][CH:30]=[CH:31][CH:32]=[C:24]12.C1(P(C2C=CC=CC=2)C2C=CC=CC=2)C=CC=CC=1.CC(OC(/N=N/C(OC(C)C)=O)=O)C. (4) Given the product [C:19]([O:8][C:3]([CH3:9])([C:4]([F:6])([F:5])[F:7])[C:2]([F:10])([F:11])[F:1])(=[O:23])[C:20]([CH3:22])=[CH2:21], predict the reactants needed to synthesize it. The reactants are: [F:1][C:2]([F:11])([F:10])[C:3]([CH3:9])([OH:8])[C:4]([F:7])([F:6])[F:5].C(N(CC)CC)C.[C:19](Cl)(=[O:23])[C:20]([CH3:22])=[CH2:21]. (5) Given the product [N:1]1([S:5]([C:8]2[CH:13]=[CH:12][C:11]([O:37][C:22]3[CH:23]=[C:24]([C:26]4[NH:27][C:28]([C:31]5[O:32][C@@H:33]([CH3:36])[CH2:34][N:35]=5)=[CH:29][CH:30]=4)[CH:25]=[C:20]([O:19][C@@H:18]([CH3:38])[CH2:17][O:16][CH3:15])[CH:21]=3)=[CH:10][N:9]=2)(=[O:7])=[O:6])[CH2:4][CH2:3][CH2:2]1, predict the reactants needed to synthesize it. The reactants are: [N:1]1([S:5]([C:8]2[CH:13]=[CH:12][C:11](Cl)=[CH:10][N:9]=2)(=[O:7])=[O:6])[CH2:4][CH2:3][CH2:2]1.[CH3:15][O:16][CH2:17][C@H:18]([CH3:38])[O:19][C:20]1[CH:21]=[C:22]([OH:37])[CH:23]=[C:24]([C:26]2[NH:27][C:28]([C:31]3[O:32][C@@H:33]([CH3:36])[CH2:34][N:35]=3)=[CH:29][CH:30]=2)[CH:25]=1.C(=O)([O-])[O-].[Cs+].[Cs+].O.